This data is from Reaction yield outcomes from USPTO patents with 853,638 reactions. The task is: Predict the reaction yield, written as a fraction of the theoretical maximum amount of product (1.0 means a 100% yield; for example, 0.34 means a 34% yield). (1) The reactants are [CH2:1]([O:8][C:9]1[CH:10]=[C:11]([CH:15]=[CH:16][C:17]=1[N+:18]([O-:20])=[O:19])[C:12]([OH:14])=O)[C:2]1[CH:7]=[CH:6][CH:5]=[CH:4][CH:3]=1.S(Cl)(Cl)=O.[NH2:25][C:26]1[CH:31]=[CH:30][CH:29]=[CH:28][C:27]=1[S:32]([NH2:35])(=[O:34])=[O:33]. The yield is 0.800. The product is [CH2:1]([O:8][C:9]1[CH:10]=[C:11]([CH:15]=[CH:16][C:17]=1[N+:18]([O-:20])=[O:19])[C:12]([NH:25][C:26]1[CH:31]=[CH:30][CH:29]=[CH:28][C:27]=1[S:32](=[O:34])(=[O:33])[NH2:35])=[O:14])[C:2]1[CH:3]=[CH:4][CH:5]=[CH:6][CH:7]=1. The catalyst is C1C=CC=CC=1.N1C=CC=CC=1. (2) The reactants are [NH2:1][NH2:2].Cl[C:4]1[N:11]=[CH:10][C:9]([I:12])=[CH:8][C:5]=1[C:6]#[N:7]. The yield is 0.870. The product is [I:12][C:9]1[CH:8]=[C:5]2[C:6]([NH2:7])=[N:2][NH:1][C:4]2=[N:11][CH:10]=1. The catalyst is CC(O)C. (3) The product is [F:35][C:29]1[CH:30]=[CH:31][CH:32]=[C:33]([F:34])[C:28]=1[C:6]1[O:7][C:8]([C:9]2[CH:14]=[N:13][C:12]([N:15]3[CH2:16][CH2:17][NH:18][CH2:19][CH2:20]3)=[CH:11][CH:10]=2)=[C:4]([C:1]([NH2:2])=[O:3])[N:5]=1. The catalyst is C(Cl)Cl.Cl. The yield is 0.980. The reactants are [C:1]([C:4]1[N:5]=[C:6]([C:28]2[C:33]([F:34])=[CH:32][CH:31]=[CH:30][C:29]=2[F:35])[O:7][C:8]=1[C:9]1[CH:10]=[CH:11][C:12]([N:15]2[CH2:20][CH2:19][N:18](C(OC(C)(C)C)=O)[CH2:17][CH2:16]2)=[N:13][CH:14]=1)(=[O:3])[NH2:2].O1CCOCC1.C1(N)C(F)=C(F)C(F)=C(N)C=1F.Cl.Cl. (4) The reactants are [CH2:1]1[C:12]2[C:11]3[CH:10]=[CH:9][CH:8]=[C:7]([C:13]([NH:15][C@@H:16]([CH3:22])[C:17]([O:19][CH2:20][CH3:21])=[O:18])=[O:14])[C:6]=3[NH:5][C:4]=2[CH2:3][CH2:2]1.Cl. The catalyst is C(O)C.[Pd]. The product is [CH2:1]1[CH:12]2[CH:4]([NH:5][C:6]3[C:7]([C:13]([NH:15][C@@H:16]([CH3:22])[C:17]([O:19][CH2:20][CH3:21])=[O:18])=[O:14])=[CH:8][CH:9]=[CH:10][C:11]=32)[CH2:3][CH2:2]1. The yield is 0.730. (5) The reactants are [CH3:1][O:2][C:3]([C:5]1[S:6][C:7]([C:11]2[CH:16]=[CH:15][CH:14]=[CH:13][CH:12]=2)=[CH:8][C:9]=1[NH2:10])=[O:4].[S:17]1[CH2:22][CH2:21][C:20](=O)[CH2:19][CH2:18]1.C1([SiH3])C=CC=CC=1. The catalyst is C1COCC1.[Sn](CCCC)(CCCC)(Cl)Cl. The product is [CH3:1][O:2][C:3]([C:5]1[S:6][C:7]([C:11]2[CH:16]=[CH:15][CH:14]=[CH:13][CH:12]=2)=[CH:8][C:9]=1[NH:10][CH:20]1[CH2:21][CH2:22][S:17][CH2:18][CH2:19]1)=[O:4]. The yield is 0.563. (6) The reactants are Br[C:2]1[CH:3]=[CH:4][C:5]([NH:8][CH2:9][C:10]2[CH:15]=[CH:14][C:13]([C:16]([F:19])([F:18])[F:17])=[CH:12][CH:11]=2)=[N:6][CH:7]=1.C([Li])(C)(C)C.CN(C)[CH:27]=[O:28]. The catalyst is O1CCCC1. The product is [F:17][C:16]([F:19])([F:18])[C:13]1[CH:14]=[CH:15][C:10]([CH2:9][NH:8][C:5]2[N:6]=[CH:7][C:2]([CH:27]=[O:28])=[CH:3][CH:4]=2)=[CH:11][CH:12]=1. The yield is 0.560. (7) The reactants are C(=O)([O-])[O-].[K+].[K+].Cl[CH2:8][C:9]1[CH:14]=[CH:13][C:12]([O:15][CH3:16])=[CH:11][CH:10]=1.[OH:17][C:18]1[CH:25]=[CH:24][C:21]([CH:22]=[O:23])=[CH:20][C:19]=1[O:26][CH3:27]. The catalyst is CC(C)=O.CCCCCCC. The product is [CH3:27][O:26][C:19]1[CH:20]=[C:21]([CH:24]=[CH:25][C:18]=1[O:17][CH2:8][C:9]1[CH:14]=[CH:13][C:12]([O:15][CH3:16])=[CH:11][CH:10]=1)[CH:22]=[O:23]. The yield is 1.00. (8) The reactants are [CH3:1][C@:2]1([NH:15][C:16](=[O:22])[O:17][C:18]([CH3:21])([CH3:20])[CH3:19])[CH2:6][CH2:5][N:4]([C@@H](C2C=CC=CC=2)C)[CH2:3]1. The catalyst is O1CCOCC1.[OH-].[Pd+2].[OH-]. The product is [CH3:1][C@:2]1([NH:15][C:16](=[O:22])[O:17][C:18]([CH3:21])([CH3:20])[CH3:19])[CH2:6][CH2:5][NH:4][CH2:3]1. The yield is 1.00.